This data is from Reaction yield outcomes from USPTO patents with 853,638 reactions. The task is: Predict the reaction yield, written as a fraction of the theoretical maximum amount of product (1.0 means a 100% yield; for example, 0.34 means a 34% yield). (1) The reactants are N#N.[NH2:3][C:4]1[C:9]2=[C:10]([C:22]3[CH:27]=[CH:26][C:25]([NH:28][C:29]([NH:31][C:32]4[CH:37]=[C:36]([C:38]([F:41])([F:40])[F:39])[CH:35]=[CH:34][C:33]=4[F:42])=[O:30])=[C:24]([F:43])[CH:23]=3)[C:11]([CH2:19][O:20][CH3:21])=[C:12]([CH:13]3[CH2:18][CH2:17][NH:16][CH2:15][CH2:14]3)[N:8]2[N:7]=[CH:6][N:5]=1.ClCCCl.[CH3:48][N:49]=[C:50]=[O:51]. The catalyst is O1CCCC1. The product is [NH2:3][C:4]1[C:9]2=[C:10]([C:22]3[CH:27]=[CH:26][C:25]([NH:28][C:29](=[O:30])[NH:31][C:32]4[CH:37]=[C:36]([C:38]([F:41])([F:39])[F:40])[CH:35]=[CH:34][C:33]=4[F:42])=[C:24]([F:43])[CH:23]=3)[C:11]([CH2:19][O:20][CH3:21])=[C:12]([CH:13]3[CH2:18][CH2:17][N:16]([C:50]([NH:49][CH3:48])=[O:51])[CH2:15][CH2:14]3)[N:8]2[N:7]=[CH:6][N:5]=1. The yield is 0.328. (2) The reactants are [CH3:1][O:2][C:3](=[O:15])[CH2:4][CH2:5][CH2:6][CH2:7][CH2:8][CH2:9][CH:10]([OH:14])[C:11]([OH:13])=O.S(=[N:18][C:19]1[CH:24]=[CH:23][CH:22]=[CH:21][CH:20]=1)=O.N1C=NC=N1. No catalyst specified. The product is [CH3:1][O:2][C:3](=[O:15])[CH2:4][CH2:5][CH2:6][CH2:7][CH2:8][CH2:9][CH:10]([OH:14])[C:11](=[O:13])[NH:18][C:19]1[CH:24]=[CH:23][CH:22]=[CH:21][CH:20]=1. The yield is 0.960.